From a dataset of Forward reaction prediction with 1.9M reactions from USPTO patents (1976-2016). Predict the product of the given reaction. (1) Given the reactants [SH:1][C:2]1[N:7]=[CH:6][CH:5]=[CH:4][N:3]=1.[OH-].[Li+].[I-].[Na+].[C:12]([C:16]1[N:21]=[C:20]([N:22]2[CH2:27][CH2:26][N:25]([CH2:28][CH2:29][CH2:30]Cl)[CH2:24][CH2:23]2)[CH:19]=[C:18]([CH:32]2[CH2:34][CH2:33]2)[N:17]=1)([CH3:15])([CH3:14])[CH3:13], predict the reaction product. The product is: [C:12]([C:16]1[N:17]=[C:18]([CH:32]2[CH2:33][CH2:34]2)[CH:19]=[C:20]([N:22]2[CH2:27][CH2:26][N:25]([CH2:28][CH2:29][CH2:30][S:1][C:2]3[N:7]=[CH:6][CH:5]=[CH:4][N:3]=3)[CH2:24][CH2:23]2)[N:21]=1)([CH3:15])([CH3:13])[CH3:14]. (2) The product is: [CH2:1]([C@H:8]([NH:16][C:17]([C:19]1[NH:23][C:22]2[S:24][C:25]([C:27]#[CH:28])=[CH:26][C:21]=2[CH:20]=1)=[O:18])[C:9]([N:11]1[CH2:14][CH:13]([OH:15])[CH2:12]1)=[O:10])[C:2]1[CH:3]=[CH:4][CH:5]=[CH:6][CH:7]=1. Given the reactants [CH2:1]([C@H:8]([NH:16][C:17]([C:19]1[NH:23][C:22]2[S:24][C:25]([C:27]#[C:28][Si](C)(C)C)=[CH:26][C:21]=2[CH:20]=1)=[O:18])[C:9]([N:11]1[CH2:14][CH:13]([OH:15])[CH2:12]1)=[O:10])[C:2]1[CH:7]=[CH:6][CH:5]=[CH:4][CH:3]=1.[OH-].[K+], predict the reaction product. (3) Given the reactants [F:1][C:2]([F:11])([F:10])[C:3]1[CH:4]=[C:5]([CH:7]=[CH:8][CH:9]=1)[NH2:6].Cl.[N:13]([O-])=O.[Na+].[Br:17][C:18]1[CH:22]=[CH:21][O:20][C:19]=1[C:23](=[O:28])[CH2:24][C:25](=[O:27])[CH3:26].C([O-])(=O)C.[Na+], predict the reaction product. The product is: [Br:17][C:18]1[CH:22]=[CH:21][O:20][C:19]=1[C:23](=[O:28])[C:24](=[N:13][NH:6][C:5]1[CH:7]=[CH:8][CH:9]=[C:3]([C:2]([F:10])([F:11])[F:1])[CH:4]=1)[C:25](=[O:27])[CH3:26]. (4) The product is: [Br:13][C:14]1[C:15]([Cl:21])=[C:16]([O:9][CH:6]2[CH2:7][CH2:8][N:2]([CH3:1])[CH2:3][C:4]3[O:12][CH:11]=[CH:10][C:5]2=3)[CH:17]=[CH:18][CH:19]=1. Given the reactants [CH3:1][N:2]1[CH2:8][CH2:7][CH:6]([OH:9])[C:5]2[CH:10]=[CH:11][O:12][C:4]=2[CH2:3]1.[Br:13][C:14]1[C:15]([Cl:21])=[C:16](F)[CH:17]=[CH:18][CH:19]=1, predict the reaction product.